Dataset: Reaction yield outcomes from USPTO patents with 853,638 reactions. Task: Predict the reaction yield, written as a fraction of the theoretical maximum amount of product (1.0 means a 100% yield; for example, 0.34 means a 34% yield). The reactants are [F:1][C:2]1[CH:7]=[CH:6][C:5]([N:8]2[C:16]3[N:15]=[C:14]4[CH2:17][CH2:18][CH2:19][C:20](=[O:29])/[C:21](=[CH:22]/[C:23]5[CH:28]=[CH:27][CH:26]=[CH:25][N:24]=5)/[C:13]4=[CH:12][C:11]=3[CH:10]=[N:9]2)=[CH:4][CH:3]=1. The catalyst is C1(C)C=CC=CC=1.[OH-].[OH-].[Pd+2]. The product is [F:1][C:2]1[CH:3]=[CH:4][C:5]([N:8]2[C:16]3[N:15]=[C:14]4[CH2:17][CH2:18][CH2:19][C:20](=[O:29])[CH:21]([CH2:22][C:23]5[CH:28]=[CH:27][CH:26]=[CH:25][N:24]=5)[C:13]4=[CH:12][C:11]=3[CH:10]=[N:9]2)=[CH:6][CH:7]=1. The yield is 0.840.